Dataset: Full USPTO retrosynthesis dataset with 1.9M reactions from patents (1976-2016). Task: Predict the reactants needed to synthesize the given product. (1) Given the product [Br:1][C:2]1[CH:7]=[CH:6][C:5]([N:8]([C:16]2[CH:21]=[CH:20][C:19]([C:22]#[N:23])=[C:18]([O:24][CH3:25])[N:17]=2)[C:9](=[O:15])[O:10][C:11]([CH3:14])([CH3:13])[CH3:12])=[CH:4][C:3]=1[CH2:26][Br:27], predict the reactants needed to synthesize it. The reactants are: [Br:1][C:2]1[CH:7]=[CH:6][C:5]([N:8]([C:16]2[CH:21]=[CH:20][C:19]([C:22]#[N:23])=[C:18]([O:24][CH3:25])[N:17]=2)[C:9](=[O:15])[O:10][C:11]([CH3:14])([CH3:13])[CH3:12])=[CH:4][C:3]=1[CH3:26].[Br:27]N1C(=O)CCC1=O.O. (2) The reactants are: [C:1]1([C:7]2[N:8]=[CH:9][C:10]([N:19]([CH2:21][C:22]3[CH:27]=[CH:26][CH:25]=[C:24]([O:28]COC)[CH:23]=3)[CH3:20])=[N:11][C:12]=2[C:13]2[CH:18]=[CH:17][CH:16]=[CH:15][CH:14]=2)[CH:6]=[CH:5][CH:4]=[CH:3][CH:2]=1.Cl.CO. Given the product [C:1]1([C:7]2[N:8]=[CH:9][C:10]([N:19]([CH2:21][C:22]3[CH:23]=[C:24]([OH:28])[CH:25]=[CH:26][CH:27]=3)[CH3:20])=[N:11][C:12]=2[C:13]2[CH:18]=[CH:17][CH:16]=[CH:15][CH:14]=2)[CH:2]=[CH:3][CH:4]=[CH:5][CH:6]=1, predict the reactants needed to synthesize it. (3) The reactants are: Cl[C:2]1[N:3]=[CH:4][C:5](/[CH:8]=[CH:9]/[C:10]([O:12][CH3:13])=[O:11])=[N:6][CH:7]=1.[C:14]1([CH2:20][CH2:21][CH2:22][N:23]2[CH2:28][CH2:27][CH2:26][C@@H:25]([NH2:29])[CH2:24]2)[CH:19]=[CH:18][CH:17]=[CH:16][CH:15]=1.P([O-])([O-])([O-])=O.[K+].[K+].[K+].Cl. Given the product [C:14]1([CH2:20][CH2:21][CH2:22][N:23]2[CH2:28][CH2:27][CH2:26][C@@H:25]([NH:29][C:2]3[N:3]=[CH:4][C:5](/[CH:8]=[CH:9]/[C:10]([O:12][CH3:13])=[O:11])=[N:6][CH:7]=3)[CH2:24]2)[CH:15]=[CH:16][CH:17]=[CH:18][CH:19]=1, predict the reactants needed to synthesize it. (4) Given the product [NH2:31][C:19]1[N:18]=[C:17]([NH:16][CH2:15][CH2:14][CH2:13][NH:12][S:8]([C:4]2[S:5][C:6]([Cl:7])=[C:2]([Cl:1])[CH:3]=2)(=[O:10])=[O:9])[CH:22]=[C:21]([C:23]2[CH:28]=[CH:27][CH:26]=[C:25]([CH3:29])[C:24]=2[CH3:30])[N:20]=1, predict the reactants needed to synthesize it. The reactants are: [Cl:1][C:2]1[CH:3]=[C:4]([S:8](Cl)(=[O:10])=[O:9])[S:5][C:6]=1[Cl:7].[NH2:12][CH2:13][CH2:14][CH2:15][NH:16][C:17]1[CH:22]=[C:21]([C:23]2[CH:28]=[CH:27][CH:26]=[C:25]([CH3:29])[C:24]=2[CH3:30])[N:20]=[C:19]([NH2:31])[N:18]=1. (5) Given the product [C:1]([O:5][C:6]([NH:8][CH2:9][CH2:10][CH2:11][O:12][C:26]1[CH:42]=[CH:41][C:29]2[CH2:30][CH:31]([CH2:36][C:37]([O:39][CH3:40])=[O:38])[C:32](=[O:35])[NH:33][CH2:34][C:28]=2[CH:27]=1)=[O:7])([CH3:4])([CH3:3])[CH3:2], predict the reactants needed to synthesize it. The reactants are: [C:1]([O:5][C:6]([NH:8][CH2:9][CH2:10][CH2:11][OH:12])=[O:7])([CH3:4])([CH3:3])[CH3:2].N(C(OCC)=O)=NC(OCC)=O.O[C:26]1[CH:42]=[CH:41][C:29]2[CH2:30][CH:31]([CH2:36][C:37]([O:39][CH3:40])=[O:38])[C:32](=[O:35])[NH:33][CH2:34][C:28]=2[CH:27]=1.C1(P(C2C=CC=CC=2)C2C=CC=CC=2)C=CC=CC=1. (6) Given the product [Cl-:29].[C:1]1([CH3:22])[CH:6]=[C:5]([CH3:7])[CH:4]=[C:3]([CH3:8])[C:2]=1[N+:9]1[CH2:10][CH2:11][N:13]([C:14]2[CH:19]=[CH:18][CH:17]=[CH:16][C:15]=2[OH:20])[CH:24]=1, predict the reactants needed to synthesize it. The reactants are: [C:1]1([CH3:22])[CH:6]=[C:5]([CH3:7])[CH:4]=[C:3]([CH3:8])[C:2]=1[NH:9][C:10](=O)[C:11]([NH:13][C:14]1[CH:19]=[CH:18][CH:17]=[CH:16][C:15]=1[OH:20])=O.B.[CH2:24]1COCC1.[ClH:29].